From a dataset of Forward reaction prediction with 1.9M reactions from USPTO patents (1976-2016). Predict the product of the given reaction. (1) Given the reactants [CH3:1][C:2]1[C:6]([CH3:7])=[C:5]([NH:8][C:9](=[O:16])OCC(Cl)(Cl)Cl)[O:4][N:3]=1.Cl.Cl.[C:19]1([C:25]2[CH:30]=[C:29]([N:31]3[CH2:36][CH2:35][NH:34][CH2:33][CH2:32]3)[CH:28]=[CH:27][N:26]=2)[CH:24]=[CH:23][CH:22]=[CH:21][CH:20]=1, predict the reaction product. The product is: [CH3:1][C:2]1[C:6]([CH3:7])=[C:5]([NH:8][C:9]([N:34]2[CH2:35][CH2:36][N:31]([C:29]3[CH:28]=[CH:27][N:26]=[C:25]([C:19]4[CH:24]=[CH:23][CH:22]=[CH:21][CH:20]=4)[CH:30]=3)[CH2:32][CH2:33]2)=[O:16])[O:4][N:3]=1. (2) Given the reactants [Br:1][C:2]1[CH:6]=[CH:5][N:4]([NH:7][C:8](=O)[CH2:9]NC(=O)OCC2C=CC=CC=2)[C:3]=1[C:22](=[O:30])[NH:23][C:24]1[CH:29]=[CH:28][CH:27]=[CH:26][CH:25]=1.[C:31]1([CH3:41])[CH:36]=[CH:35][C:34](S([O-])(=O)=O)=[CH:33][CH:32]=1.[NH+:42]1C=CC=C[CH:43]=1.[C:48]([O:51]CC)(=[O:50])C, predict the reaction product. The product is: [Br:1][C:2]1[CH:6]=[CH:5][N:4]2[C:3]=1[C:22](=[O:30])[N:23]([C:24]1[CH:25]=[CH:26][CH:27]=[CH:28][CH:29]=1)[C:8]([CH2:9][CH2:43][NH:42][C:48](=[O:50])[O:51][CH2:41][C:31]1[CH:36]=[CH:35][CH:34]=[CH:33][CH:32]=1)=[N:7]2.